This data is from Forward reaction prediction with 1.9M reactions from USPTO patents (1976-2016). The task is: Predict the product of the given reaction. Given the reactants [F:1][CH:2]([F:8])[C:3](OCC)=[O:4].C[O-].[Na+].[CH2:12]1[O:20][C:19]2[CH:18]=[CH:17][C:16]([C:21](=[O:23])[CH3:22])=[CH:15][C:14]=2[O:13]1.Cl, predict the reaction product. The product is: [O:20]1[C:19]2[CH:18]=[CH:17][C:16]([C:21](=[O:23])[CH2:22][C:3](=[O:4])[CH:2]([F:8])[F:1])=[CH:15][C:14]=2[O:13][CH2:12]1.